From a dataset of Forward reaction prediction with 1.9M reactions from USPTO patents (1976-2016). Predict the product of the given reaction. (1) Given the reactants Cl.[CH3:2][O:3][C:4]1[CH:9]=[CH:8][CH:7]=[CH:6][C:5]=1[C:10]1[C:18]2[C:13](=[N:14][CH:15]=[C:16]([C:19]3[CH:20]=[C:21]([CH:24]=[CH:25][CH:26]=3)[C:22]#[N:23])[CH:17]=2)[N:12](COCC[Si](C)(C)C)[N:11]=1.C[CH2:36][O:37]CC, predict the reaction product. The product is: [CH3:2][O:3][C:4]1[CH:9]=[CH:8][CH:7]=[CH:6][C:5]=1[C:10]1[C:18]2[C:13](=[N:14][CH:15]=[C:16]([C:19]3[CH:20]=[C:21]([CH:24]=[CH:25][CH:26]=3)[C:22](=[NH:23])[O:37][CH3:36])[CH:17]=2)[NH:12][N:11]=1. (2) Given the reactants Br[C:2]1[C:10]2[C:9]([NH:11][CH2:12][C:13]3[CH:18]=[N:17][C:16]([CH3:19])=[CH:15][N:14]=3)=[N:8][CH:7]=[N:6][C:5]=2[N:4]([CH:20]([CH3:22])[CH3:21])[CH:3]=1.[CH3:23][C:24]([CH3:29])=[CH:25]B(O)O.C([O-])([O-])=O.[Na+].[Na+], predict the reaction product. The product is: [CH3:23][C:24]([CH3:29])=[CH:25][C:2]1[C:10]2[C:9]([NH:11][CH2:12][C:13]3[CH:18]=[N:17][C:16]([CH3:19])=[CH:15][N:14]=3)=[N:8][CH:7]=[N:6][C:5]=2[N:4]([C:20]2[CH:22]=[CH:9][C:10]([CH3:2])=[CH:5][CH:21]=2)[CH:3]=1. (3) Given the reactants Cl[C:2]1[N:3]=[C:4]([N:22]2[CH2:27][CH2:26][O:25][CH2:24][CH2:23]2)[C:5]2[S:10][C:9]([CH2:11][N:12]3[CH2:17][CH2:16][CH:15]([S:18]([CH3:21])(=[O:20])=[O:19])[CH2:14][CH2:13]3)=[CH:8][C:6]=2[N:7]=1.[NH2:28][C:29]1[CH:34]=[CH:33][C:32](B2OC(C)(C)C(C)(C)O2)=[CH:31][N:30]=1, predict the reaction product. The product is: [CH3:21][S:18]([CH:15]1[CH2:16][CH2:17][N:12]([CH2:11][C:9]2[S:10][C:5]3[C:4]([N:22]4[CH2:27][CH2:26][O:25][CH2:24][CH2:23]4)=[N:3][C:2]([C:32]4[CH:33]=[CH:34][C:29]([NH2:28])=[N:30][CH:31]=4)=[N:7][C:6]=3[CH:8]=2)[CH2:13][CH2:14]1)(=[O:20])=[O:19]. (4) Given the reactants [NH2:1][CH:2]([CH3:8])[CH2:3][C:4]([O:6][CH3:7])=[O:5].[O:9]([CH2:16][C@H:17]1[O:19][CH2:18]1)[C:10]1[CH:15]=[CH:14][CH:13]=[CH:12][CH:11]=1.FC(F)(F)S([O-])(=O)=O.[Yb+3].FC(F)(F)S([O-])(=O)=O.FC(F)(F)S([O-])(=O)=O, predict the reaction product. The product is: [CH3:7][O:6][C:4](=[O:5])[CH2:3][CH:2]([NH:1][CH2:18][C@H:17]([OH:19])[CH2:16][O:9][C:10]1[CH:15]=[CH:14][CH:13]=[CH:12][CH:11]=1)[CH3:8]. (5) Given the reactants [CH2:1]([N:3]([CH2:51][CH3:52])[C:4]1[CH:9]=[CH:8][C:7]([NH:10][C:11](=[O:30])[C:12]2[CH:29]=[CH:28][CH:27]=[C:14]([C:15]([N:17]([CH3:26])[CH2:18][CH2:19][N:20]3[CH2:25][CH2:24][O:23][CH2:22][CH2:21]3)=[O:16])[CH:13]=2)=[C:6]([C:31]2[CH:36]=[C:35]([C:37](=[O:50])[NH:38][CH2:39][C:40]3[CH:45]=[CH:44][CH:43]=[C:42]([C:46]([F:49])([F:48])[F:47])[CH:41]=3)[CH:34]=[CH:33][N:32]=2)[CH:5]=1)C.[CH3:53]NCCC, predict the reaction product. The product is: [CH3:26][N:17]([CH2:18][CH2:19][N:20]1[CH2:21][CH2:22][O:23][CH2:24][CH2:25]1)[C:15](=[O:16])[C:14]1[CH:27]=[CH:28][CH:29]=[C:12]([C:11]([NH:10][C:7]2[CH:8]=[CH:9][C:4]([N:3]([CH3:1])[CH2:51][CH2:52][CH3:53])=[CH:5][C:6]=2[C:31]2[CH:36]=[C:35]([C:37](=[O:50])[NH:38][CH2:39][C:40]3[CH:45]=[CH:44][CH:43]=[C:42]([C:46]([F:49])([F:47])[F:48])[CH:41]=3)[CH:34]=[CH:33][N:32]=2)=[O:30])[CH:13]=1. (6) Given the reactants Cl[C:2]1[CH:20]=[CH:19][C:5](C(OC2CNC2)[C:2]2[CH:20]=[CH:19][C:5](Cl)=[CH:4][CH:3]=2)=[CH:4][CH:3]=1.[N-]=C=O.Cl[C:25]1[CH:50]=[C:49]([Cl:51])[CH:48]=[CH:47][C:26]=1[CH:27]([O:35][CH:36]1[CH2:39][N:38]([C:40]([NH:42][C:43]([CH3:46])([CH3:45])[CH3:44])=[O:41])[CH2:37]1)[C:28]1[CH:33]=[CH:32][C:31]([Cl:34])=[CH:30][CH:29]=1, predict the reaction product. The product is: [Cl:34][C:31]1[CH:32]=[CH:33][C:28]([CH:27]([O:35][CH:36]2[CH2:37][N:38]([C:40]([NH:42][C:43]34[CH2:46][CH:4]5[CH2:5][CH:19]([CH2:20][CH:2]([CH2:3]5)[CH2:45]3)[CH2:44]4)=[O:41])[CH2:39]2)[C:26]2[CH:47]=[CH:48][C:49]([Cl:51])=[CH:50][CH:25]=2)=[CH:29][CH:30]=1.